Dataset: Forward reaction prediction with 1.9M reactions from USPTO patents (1976-2016). Task: Predict the product of the given reaction. (1) Given the reactants [F:1][C:2]([F:15])([F:14])[C:3]([NH:5][CH2:6][C:7]1[CH:12]=[CH:11][C:10]([OH:13])=[CH:9][CH:8]=1)=[O:4].Br[CH2:17][C:18](=[O:23])[C:19]([CH3:22])([CH3:21])[CH3:20].C(=O)([O-])[O-].[K+].[K+].[I-].[K+].Cl, predict the reaction product. The product is: [CH3:20][C:19]([CH3:22])([CH3:21])[C:18](=[O:23])[CH2:17][O:13][C:10]1[CH:11]=[CH:12][C:7]([CH2:6][NH:5][C:3](=[O:4])[C:2]([F:14])([F:15])[F:1])=[CH:8][CH:9]=1. (2) The product is: [C:12]([NH:11][C:9]1[N:10]=[C:5]2[CH:4]=[CH:3][C:2]([C:19]([O:21][CH3:24])=[O:20])=[N:7][N:6]2[CH:8]=1)(=[O:17])[C:13]([CH3:16])([CH3:15])[CH3:14]. Given the reactants Cl[C:2]1[CH:3]=[CH:4][C:5]2[N:6]([CH:8]=[C:9]([NH:11][C:12](=[O:17])[C:13]([CH3:16])([CH3:15])[CH3:14])[N:10]=2)[N:7]=1.C[C:19]([O-:21])=[O:20].[K+].O1CCOC[CH2:24]1.[C]=O, predict the reaction product. (3) Given the reactants [Br:1][C:2]1[CH:3]=[C:4]([NH2:17])[C:5]([NH:8][CH2:9][CH2:10][N:11]2[CH2:16][CH2:15][O:14][CH2:13][CH2:12]2)=[CH:6][CH:7]=1.[C:18]([O-])(O)=[O:19].[Na+].ClC(OC1C=CC=CC=1)=O.[OH-].[Na+], predict the reaction product. The product is: [Br:1][C:2]1[CH:7]=[CH:6][C:5]2[N:8]([CH2:9][CH2:10][N:11]3[CH2:16][CH2:15][O:14][CH2:13][CH2:12]3)[C:18](=[O:19])[NH:17][C:4]=2[CH:3]=1. (4) The product is: [Cl:1][C:2]1[C:3]([O:10][CH3:11])=[C:4]([CH:7]=[CH:8][CH:9]=1)[CH2:5][N:15]1[CH2:16][CH2:17][N:12]([C:18](=[O:20])[CH3:19])[CH2:13][CH2:14]1. Given the reactants [Cl:1][C:2]1[C:3]([O:10][CH3:11])=[C:4]([CH:7]=[CH:8][CH:9]=1)[CH:5]=O.[N:12]1([C:18](=[O:20])[CH3:19])[CH2:17][CH2:16][NH:15][CH2:14][CH2:13]1.[BH-](OC(C)=O)(OC(C)=O)OC(C)=O.[Na+], predict the reaction product. (5) Given the reactants CC[N:3]([CH2:6]C)CC.C1C=CC(P(N=[N+]=[N-])(C2C=CC=CC=2)=[O:15])=CC=1.[CH3:25][C:26]([O:29][C:30]([N:32]1[CH2:37][CH2:36][C:35]([CH3:41])(C(O)=O)[CH2:34][CH2:33]1)=[O:31])([CH3:28])[CH3:27].[Cl:42][CH2:43][CH2:44][OH:45], predict the reaction product. The product is: [Cl:42][CH2:43][CH2:44][O:45][C:6]([NH:3][C:35]1([CH3:41])[CH2:34][CH2:33][N:32]([C:30]([O:29][C:26]([CH3:25])([CH3:27])[CH3:28])=[O:31])[CH2:37][CH2:36]1)=[O:15]. (6) Given the reactants [Br:1][C:2]1[C:3](=[O:24])[CH:4]2[CH:8]([C:9]=1[C:10]1[CH:15]=[CH:14][C:13]([N:16](CC=C)CC=C)=[C:12]([CH3:23])[CH:11]=1)[CH2:7][CH2:6][CH2:5]2.CN1C(=O)CC(=O)N(C)C1=O, predict the reaction product. The product is: [NH2:16][C:13]1[CH:14]=[CH:15][C:10]([C:9]2[CH:8]3[CH:4]([CH2:5][CH2:6][CH2:7]3)[C:3](=[O:24])[C:2]=2[Br:1])=[CH:11][C:12]=1[CH3:23]. (7) Given the reactants Cl.[CH2:2]([O:4][C:5]([C:7]1[S:8][C:9]2[CH2:10][NH:11][CH2:12][CH2:13][C:14]=2[N:15]=1)=[O:6])[CH3:3].C(N(CC)CC)C.[C:23]1([N:29]=[C:30]=[S:31])[CH:28]=[CH:27][CH:26]=[CH:25][CH:24]=1, predict the reaction product. The product is: [NH:29]([C:30]([N:11]1[CH2:12][CH2:13][C:14]2[N:15]=[C:7]([C:5]([O:4][CH2:2][CH3:3])=[O:6])[S:8][C:9]=2[CH2:10]1)=[S:31])[C:23]1[CH:28]=[CH:27][CH:26]=[CH:25][CH:24]=1.